Dataset: Full USPTO retrosynthesis dataset with 1.9M reactions from patents (1976-2016). Task: Predict the reactants needed to synthesize the given product. (1) The reactants are: [NH2:1][C:2]1[CH:7]=[CH:6][C:5]([C:8]2[CH:13]=[CH:12][CH:11]=[C:10]([Cl:14])[CH:9]=2)=[CH:4][C:3]=1[C:15]([CH:17]1[CH2:19][CH2:18]1)=[O:16].[CH:20]1([Mg]Br)[CH2:22][CH2:21]1. Given the product [NH2:1][C:2]1[CH:7]=[CH:6][C:5]([C:8]2[CH:13]=[CH:12][CH:11]=[C:10]([Cl:14])[CH:9]=2)=[CH:4][C:3]=1[C:15]([CH:20]1[CH2:22][CH2:21]1)([CH:17]1[CH2:18][CH2:19]1)[OH:16], predict the reactants needed to synthesize it. (2) Given the product [F:1][C:2]1[C:3]([OH:33])=[C:4]([C:8]2[N:13]([CH2:14][CH2:15][C:16]3[CH:17]=[CH:18][CH:19]=[CH:20][CH:21]=3)[C:12](=[O:22])[C:11]([C:23]3[S:24][C:25]4[CH2:31][CH2:30][CH2:29][CH2:28][C:26]=4[N:27]=3)=[C:10]([CH3:32])[N:9]=2)[CH:5]=[CH:6][CH:7]=1, predict the reactants needed to synthesize it. The reactants are: [F:1][C:2]1[C:3]([O:33]CC2C=CC=CC=2)=[C:4]([C:8]2[N:13]([CH2:14][CH2:15][C:16]3[CH:21]=[CH:20][CH:19]=[CH:18][CH:17]=3)[C:12](=[O:22])[C:11]([C:23]3[S:24][C:25]4[CH2:31][CH2:30][CH2:29][CH2:28][C:26]=4[N:27]=3)=[C:10]([CH3:32])[N:9]=2)[CH:5]=[CH:6][CH:7]=1.Br. (3) The reactants are: [CH:1]1([C:4]2[CH:5]=[C:6]([CH:28]=[C:29]([O:32][CH2:33][CH3:34])[C:30]=2I)[CH2:7][N:8]2[CH2:11][C:10]3([CH2:15][C:14]([N:16]4[CH2:21][CH2:20][C:19]([CH3:27])([C:22]([O:24]CC)=[O:23])[CH2:18][CH2:17]4)=[N:13][O:12]3)[CH2:9]2)[CH2:3][CH2:2]1.[F:35][C:36]1[C:41](B(O)O)=[CH:40][CH:39]=[CH:38][N:37]=1. Given the product [CH:1]1([C:4]2[CH:5]=[C:6]([CH:28]=[C:29]([O:32][CH2:33][CH3:34])[C:30]=2[C:41]2[C:36]([F:35])=[N:37][CH:38]=[CH:39][CH:40]=2)[CH2:7][N:8]2[CH2:11][C:10]3([CH2:15][C:14]([N:16]4[CH2:17][CH2:18][C:19]([CH3:27])([C:22]([OH:24])=[O:23])[CH2:20][CH2:21]4)=[N:13][O:12]3)[CH2:9]2)[CH2:2][CH2:3]1, predict the reactants needed to synthesize it. (4) Given the product [CH2:1]([O:8][C:9]([NH:11][CH:12]([C:29]1[CH:30]=[CH:31][C:32]([C:35](=[NH:37])[NH2:36])=[CH:33][CH:34]=1)[P:13]([O:14][C:15]1[CH:20]=[CH:19][CH:18]=[CH:17][CH:16]=1)(=[O:21])[O:22][C:23]1[CH:24]=[CH:25][CH:26]=[CH:27][CH:28]=1)=[O:10])[C:2]1[CH:7]=[CH:6][CH:5]=[CH:4][CH:3]=1, predict the reactants needed to synthesize it. The reactants are: [CH2:1]([O:8][C:9]([NH:11][CH:12]([C:29]1[CH:34]=[CH:33][C:32]([C:35]#[N:36])=[CH:31][CH:30]=1)[P:13]([O:22][C:23]1[CH:28]=[CH:27][CH:26]=[CH:25][CH:24]=1)(=[O:21])[O:14][C:15]1[CH:20]=[CH:19][CH:18]=[CH:17][CH:16]=1)=[O:10])[C:2]1[CH:7]=[CH:6][CH:5]=[CH:4][CH:3]=1.[NH3:37].